From a dataset of Forward reaction prediction with 1.9M reactions from USPTO patents (1976-2016). Predict the product of the given reaction. (1) Given the reactants C(=O)([O-])O.[Na+].Br[C:7]1[N:11](CC2C=CC(OC)=CC=2)[N:10]=[C:9]([C:21]2[S:22][C:23]([Cl:26])=[CH:24][CH:25]=2)[C:8]=1[C:27]1[CH:32]=[CH:31][N:30]=[CH:29][CH:28]=1.Br[C:34]1[C:38]([C:39]2C=CN=CC=2)=C(C2SC(Cl)=CC=2)N(CC2C=CC(OC)=CC=2)N=1.C1(B(O)O)CC1, predict the reaction product. The product is: [Cl:26][C:23]1[S:22][C:21]([C:9]2[C:8]([C:27]3[CH:28]=[CH:29][N:30]=[CH:31][CH:32]=3)=[C:7]([CH:39]3[CH2:38][CH2:34]3)[NH:11][N:10]=2)=[CH:25][CH:24]=1. (2) Given the reactants [S:1]1[C:5]2[CH:6]=[CH:7][CH:8]=[CH:9][C:4]=2[N:3]=[C:2]1[N:10]1[C:14](=[O:15])[C:13]([CH:16]=O)=[C:12]([CH3:18])[NH:11]1.[NH:19]1[CH2:24][CH2:23][CH2:22][CH2:21][CH2:20]1, predict the reaction product. The product is: [S:1]1[C:5]2[CH:6]=[CH:7][CH:8]=[CH:9][C:4]=2[N:3]=[C:2]1[N:10]1[C:14](=[O:15])[C:13](=[CH:16][N:19]2[CH2:24][CH2:23][CH2:22][CH2:21][CH2:20]2)[C:12]([CH3:18])=[N:11]1. (3) The product is: [CH3:14][O:13][CH2:12][C:8]1[CH:9]=[CH:10][CH:11]=[C:2]([O:1][CH2:17][C:16]#[CH:15])[C:3]=1[C:4]([O:6][CH3:7])=[O:5]. Given the reactants [OH:1][C:2]1[CH:11]=[CH:10][CH:9]=[C:8]([CH2:12][O:13][CH3:14])[C:3]=1[C:4]([O:6][CH3:7])=[O:5].[CH2:15](Br)[C:16]#[CH:17].C(=O)([O-])[O-].[K+].[K+], predict the reaction product. (4) Given the reactants C[O:2][C:3]([C:5]1[C:14]([NH:15][C:16]2[CH:21]=[CH:20][C:19]([Br:22])=[CH:18][C:17]=2[Cl:23])=[C:13]([Cl:24])[C:8]2[N:9]=[CH:10][N:11]([CH3:12])[C:7]=2[CH:6]=1)=[O:4].C1COCC1.O.[OH-].[Na+].Cl, predict the reaction product. The product is: [Br:22][C:19]1[CH:20]=[CH:21][C:16]([NH:15][C:14]2[C:5]([C:3]([OH:4])=[O:2])=[CH:6][C:7]3[N:11]([CH3:12])[CH:10]=[N:9][C:8]=3[C:13]=2[Cl:24])=[C:17]([Cl:23])[CH:18]=1. (5) Given the reactants [C:1]([N:5]1[C:9](=[O:10])[C:8]([NH:11][CH2:12][CH2:13][CH2:14]O)=[C:7]([C:16]2[CH:21]=[CH:20][CH:19]=[CH:18][CH:17]=2)[S:6]1(=[O:23])=[O:22])([CH3:4])([CH3:3])[CH3:2].CC1C=CC(S([Cl:34])(=O)=O)=CC=1, predict the reaction product. The product is: [C:1]([N:5]1[C:9](=[O:10])[C:8]([NH:11][CH2:12][CH2:13][CH2:14][Cl:34])=[C:7]([C:16]2[CH:21]=[CH:20][CH:19]=[CH:18][CH:17]=2)[S:6]1(=[O:23])=[O:22])([CH3:4])([CH3:3])[CH3:2]. (6) Given the reactants [CH3:1][C:2]1[CH:7]=[CH:6][C:5]([S:8]([O:11][CH2:12][CH:13]2[CH2:17][C:16]3[CH:18]=[C:19]([F:23])[CH:20]=[C:21](Br)[C:15]=3[O:14]2)(=[O:10])=[O:9])=[CH:4][CH:3]=1.[F:24][C:25]1[CH:30]=[CH:29][CH:28]=[CH:27][C:26]=1B(O)O.C(=O)([O-])[O-].[K+].[K+], predict the reaction product. The product is: [CH3:1][C:2]1[CH:7]=[CH:6][C:5]([S:8]([O:11][CH2:12][CH:13]2[CH2:17][C:16]3[CH:18]=[C:19]([F:23])[CH:20]=[C:21]([C:26]4[CH:27]=[CH:28][CH:29]=[CH:30][C:25]=4[F:24])[C:15]=3[O:14]2)(=[O:10])=[O:9])=[CH:4][CH:3]=1. (7) Given the reactants Cl[C:2]1[C:3]([CH:8]2[CH2:11][N:10]([C:12]([O:14][C:15]([CH3:18])([CH3:17])[CH3:16])=[O:13])[CH2:9]2)=[N:4][CH:5]=[CH:6][N:7]=1.[NH:19]1[CH2:24][CH2:23][CH2:22][CH2:21][CH2:20]1.CCN(CC)CC, predict the reaction product. The product is: [N:19]1([C:2]2[C:3]([CH:8]3[CH2:11][N:10]([C:12]([O:14][C:15]([CH3:18])([CH3:17])[CH3:16])=[O:13])[CH2:9]3)=[N:4][CH:5]=[CH:6][N:7]=2)[CH2:24][CH2:23][CH2:22][CH2:21][CH2:20]1. (8) Given the reactants [C:1]([CH2:4][C:5](=[O:7])[CH3:6])(=[O:3])[CH3:2].B([O:19][CH2:20][CH2:21][CH2:22]C)([O:19][CH2:20][CH2:21][CH2:22]C)[O:19][CH2:20][CH2:21][CH2:22]C.[OH:24][C:25]1[CH:32]=[CH:31][C:28]([CH:29]=O)=[CH:27][C:26]=1[O:33][CH3:34].[CH2:35](N)[CH2:36][CH2:37][CH3:38].Cl.CN([CH:44]=[O:45])C, predict the reaction product. The product is: [CH3:34][O:33][C:26]1[C:25]([OH:24])=[CH:32][CH:31]=[C:28](/[CH:29]=[CH:2]/[C:1]([CH2:4][C:5](/[CH:6]=[CH:38]/[C:37]2[CH:22]=[C:21]([O:45][CH3:44])[C:20]([OH:19])=[CH:35][CH:36]=2)=[O:7])=[O:3])[CH:27]=1. (9) Given the reactants [NH2:1][C:2]1[CH:3]=[C:4]([C:8]2[C:13]3[N:14]([C:17]4[CH:22]=[CH:21][CH:20]=[CH:19][CH:18]=4)[CH:15]=[N:16][C:12]=3[CH:11]=[C:10]([C:23]([F:26])([F:25])[F:24])[CH:9]=2)[CH:5]=[CH:6][CH:7]=1.C(=O)([O-])[O-].[Na+].[Na+].[C:33](OC(=O)C)(=[O:35])[CH3:34], predict the reaction product. The product is: [C:33]([NH:1][C:2]1[CH:3]=[C:4]([C:8]2[C:13]3[N:14]([C:17]4[CH:22]=[CH:21][CH:20]=[CH:19][CH:18]=4)[CH:15]=[N:16][C:12]=3[CH:11]=[C:10]([C:23]([F:26])([F:25])[F:24])[CH:9]=2)[CH:5]=[CH:6][CH:7]=1)(=[O:35])[CH3:34].